This data is from Forward reaction prediction with 1.9M reactions from USPTO patents (1976-2016). The task is: Predict the product of the given reaction. (1) Given the reactants Cl[C:2]1[C:3]2[C:10]([C:11]([F:14])([F:13])[F:12])=[CH:9][NH:8][C:4]=2[N:5]=[CH:6][N:7]=1.[NH:15]1[C:19]2=[N:20][CH:21]=[C:22]([NH2:24])[CH:23]=[C:18]2[CH:17]=[N:16]1, predict the reaction product. The product is: [F:12][C:11]([F:14])([F:13])[C:10]1[C:3]2[C:2]([NH:24][C:22]3[CH:23]=[C:18]4[CH:17]=[N:16][NH:15][C:19]4=[N:20][CH:21]=3)=[N:7][CH:6]=[N:5][C:4]=2[NH:8][CH:9]=1. (2) Given the reactants Cl[C:2]1[N:33]=[C:32]([CH3:34])[CH:31]=[CH:30][C:3]=1[C:4]([NH:6][C:7]1[CH:12]=[CH:11][C:10]([NH:13][C:14](=[O:29])[CH2:15][C:16]2[CH:21]=[CH:20][CH:19]=[C:18]([N:22]3[C:26]([CH3:27])=[CH:25][CH:24]=[C:23]3[CH3:28])[N:17]=2)=[CH:9][CH:8]=1)=[O:5].[CH3:35][CH:36]1[CH2:41][CH2:40][NH:39][CH2:38][CH2:37]1, predict the reaction product. The product is: [CH3:28][C:23]1[N:22]([C:18]2[N:17]=[C:16]([CH2:15][C:14]([NH:13][C:10]3[CH:11]=[CH:12][C:7]([NH:6][C:4](=[O:5])[C:3]4[CH:30]=[CH:31][C:32]([CH3:34])=[N:33][C:2]=4[N:39]4[CH2:40][CH2:41][CH:36]([CH3:35])[CH2:37][CH2:38]4)=[CH:8][CH:9]=3)=[O:29])[CH:21]=[CH:20][CH:19]=2)[C:26]([CH3:27])=[CH:25][CH:24]=1. (3) Given the reactants [CH:1]1([C:4]2[CH:24]=[CH:23][C:7]([CH2:8][NH:9][CH2:10][CH2:11][C:12]3[CH:17]=[CH:16][C:15](F)=[C:14]([C:19]([F:22])([F:21])[F:20])[CH:13]=3)=[CH:6][CH:5]=2)[CH2:3][CH2:2]1.[CH2:25](C1(C2C=CC(C=O)=CC=2)CC1)[CH3:26].FC(F)(F)C1C=C(CCN)C=CC=1.[BH4-].[Na+], predict the reaction product. The product is: [CH2:25]([C:1]1([C:4]2[CH:24]=[CH:23][C:7]([CH2:8][NH:9][CH2:10][CH2:11][C:12]3[CH:17]=[CH:16][CH:15]=[C:14]([C:19]([F:22])([F:20])[F:21])[CH:13]=3)=[CH:6][CH:5]=2)[CH2:3][CH2:2]1)[CH3:26]. (4) Given the reactants CC1C=CC(S(O[CH2:12][CH2:13][C@@H:14]([N:21]2[C:29](=[O:30])[C:28]3[C:23](=[CH:24][CH:25]=[CH:26][CH:27]=3)[C:22]2=[O:31])[C:15]2[CH:20]=[CH:19][CH:18]=[CH:17][CH:16]=2)(=O)=O)=CC=1.[N-:32]=[N+:33]=[N-:34].[Na+], predict the reaction product. The product is: [N:32]([CH2:12][CH2:13][C@@H:14]([N:21]1[C:29](=[O:30])[C:28]2[C:23](=[CH:24][CH:25]=[CH:26][CH:27]=2)[C:22]1=[O:31])[C:15]1[CH:20]=[CH:19][CH:18]=[CH:17][CH:16]=1)=[N+:33]=[N-:34]. (5) The product is: [C:11]([O:15][C:16]([N:18]1[CH2:19][CH:20]=[C:21]([C:2]2[CH:7]=[CH:6][CH:5]=[C:4]([N+:8]([O-:10])=[O:9])[CH:3]=2)[CH2:22][CH2:23]1)=[O:17])([CH3:14])([CH3:12])[CH3:13]. Given the reactants Br[C:2]1[CH:7]=[CH:6][CH:5]=[C:4]([N+:8]([O-:10])=[O:9])[CH:3]=1.[C:11]([O:15][C:16]([N:18]1[CH2:23][CH:22]=[C:21](B2OC(C)(C)C(C)(C)O2)[CH2:20][CH2:19]1)=[O:17])([CH3:14])([CH3:13])[CH3:12], predict the reaction product. (6) Given the reactants [CH2:1]1[C:9]2[C:4](=[CH:5][CH:6]=[CH:7][CH:8]=2)[CH2:3][NH:2]1.CN(C)C=O.F[C:16]1[CH:21]=[CH:20][C:19]([C:22]([F:25])([F:24])[F:23])=[CH:18][C:17]=1[N+:26]([O-:28])=[O:27], predict the reaction product. The product is: [N+:26]([C:17]1[CH:18]=[C:19]([C:22]([F:23])([F:24])[F:25])[CH:20]=[CH:21][C:16]=1[N:2]1[CH2:3][C:4]2[C:9](=[CH:8][CH:7]=[CH:6][CH:5]=2)[CH2:1]1)([O-:28])=[O:27]. (7) Given the reactants Br[C:2]1[N:7]=[C:6]([C:8]([O:10][CH3:11])=[O:9])[CH:5]=[CH:4][C:3]=1[F:12].[CH2:13]([O:15][C:16]([C:19]1[CH:24]=[C:23]([F:25])[C:22](B2OC(C)(C)C(C)(C)O2)=[C:21]([F:35])[CH:20]=1)([CH3:18])[CH3:17])[CH3:14], predict the reaction product. The product is: [CH2:13]([O:15][C:16]([C:19]1[CH:20]=[C:21]([F:35])[C:22]([C:2]2[N:7]=[C:6]([C:8]([O:10][CH3:11])=[O:9])[CH:5]=[CH:4][C:3]=2[F:12])=[C:23]([F:25])[CH:24]=1)([CH3:18])[CH3:17])[CH3:14]. (8) Given the reactants [CH2:1](C1NC(C(N[C@H](C(NC(C=O)CC(O)=O)=O)C)=O)=CC=1)[C:2]1[CH:7]=[CH:6][CH:5]=[CH:4][CH:3]=1.[NH:28]1[CH:32]=[CH:31][CH:30]=[C:29]1[C:33]([NH:35][C@H:36]([C:38]([NH:40][CH:41]([CH:46]=[O:47])[CH2:42][C:43]([OH:45])=[O:44])=[O:39])[CH3:37])=[O:34].[K+].[Br-], predict the reaction product. The product is: [NH:28]1[CH:32]=[CH:31][CH:30]=[C:29]1[C:33]([NH:35][C@@H:36]([C:38]([NH:40][C@H:41]1[CH2:42][C:43](=[O:45])[O:44][C@@H:46]1[O:47][CH2:1][C:2]1[CH:7]=[CH:6][CH:5]=[CH:4][CH:3]=1)=[O:39])[CH3:37])=[O:34]. (9) The product is: [Cl:1][C:2]1[C:7]2[N:8]=[C:9]([CH3:15])[O:10][C:6]=2[CH:5]=[CH:4][CH:3]=1. Given the reactants [Cl:1][C:2]1[C:7]2[NH:8][C:9](=O)[O:10][C:6]=2[CH:5]=[CH:4][CH:3]=1.[Li+].[OH-].Cl.[C:15](O)(=O)C, predict the reaction product. (10) Given the reactants [CH:1]([N:4]1[C:8]([C:9]2[N:10]=[C:11]3[C:17]4[CH:18]=[C:19]([S:22]([CH:24]5[CH2:29][CH2:28][N:27]([CH:30]([CH3:32])[CH3:31])[CH2:26][CH2:25]5)=[O:23])[CH:20]=[CH:21][C:16]=4[O:15][CH2:14][CH2:13][N:12]3[CH:33]=2)=[N:7][C:6]([CH3:34])=[N:5]1)([CH3:3])[CH3:2].C(O)(C(F)(F)F)=[O:36].C1C=C(Cl)C=C(C(OO)=O)C=1, predict the reaction product. The product is: [CH:1]([N:4]1[C:8]([C:9]2[N:10]=[C:11]3[C:17]4[CH:18]=[C:19]([S:22]([CH:24]5[CH2:25][CH2:26][N:27]([CH:30]([CH3:32])[CH3:31])[CH2:28][CH2:29]5)(=[O:36])=[O:23])[CH:20]=[CH:21][C:16]=4[O:15][CH2:14][CH2:13][N:12]3[CH:33]=2)=[N:7][C:6]([CH3:34])=[N:5]1)([CH3:3])[CH3:2].